Dataset: Catalyst prediction with 721,799 reactions and 888 catalyst types from USPTO. Task: Predict which catalyst facilitates the given reaction. (1) Reactant: [CH:1]1(/[CH:6]=[CH:7]\[C:8]2[CH:41]=[CH:40][CH:39]=[C:38]([CH3:42])[C:9]=2[O:10][C:11]2[CH:16]=[CH:15][C:14]([S:17]([CH2:20][CH3:21])(=[O:19])=[O:18])=[CH:13][C:12]=2[C:22]2[C:23]3[CH:32]=[C:31]([C:33]([NH:35][CH2:36][CH3:37])=[O:34])[NH:30][C:24]=3[C:25](=[O:29])[N:26]([CH3:28])[CH:27]=2)[CH2:5][CH2:4][CH2:3][CH2:2]1.C(O)(=O)C.[H][H]. Product: [CH:1]1([CH2:6][CH2:7][C:8]2[CH:41]=[CH:40][CH:39]=[C:38]([CH3:42])[C:9]=2[O:10][C:11]2[CH:16]=[CH:15][C:14]([S:17]([CH2:20][CH3:21])(=[O:19])=[O:18])=[CH:13][C:12]=2[C:22]2[C:23]3[CH:32]=[C:31]([C:33]([NH:35][CH2:36][CH3:37])=[O:34])[NH:30][C:24]=3[C:25](=[O:29])[N:26]([CH3:28])[CH:27]=2)[CH2:5][CH2:4][CH2:3][CH2:2]1. The catalyst class is: 381. (2) Reactant: [Li]CCCC.N(C(C)C)C(C)C.[Br:13][C:14]1[N:15]=[C:16]([C:19]([F:22])([F:21])[F:20])[S:17][CH:18]=1.[C:23](=[O:25])=[O:24]. Product: [Br:13][C:14]1[N:15]=[C:16]([C:19]([F:22])([F:21])[F:20])[S:17][C:18]=1[C:23]([OH:25])=[O:24]. The catalyst class is: 56. (3) Reactant: Cl.[NH2:2][CH2:3][C:4]1[CH:12]=[CH:11][CH:10]=[C:9]2[C:5]=1[C:6](=[O:22])[N:7]([CH:14]1[CH2:19][CH2:18][C:17](=[O:20])[NH:16][C:15]1=[O:21])[C:8]2=[O:13].[CH:23]1([C:26](Cl)=[O:27])[CH2:25][CH2:24]1.C(N(C(C)C)CC)(C)C. Product: [CH:23]1([C:26]([NH:2][CH2:3][C:4]2[CH:12]=[CH:11][CH:10]=[C:9]3[C:5]=2[C:6](=[O:22])[N:7]([CH:14]2[CH2:19][CH2:18][C:17](=[O:20])[NH:16][C:15]2=[O:21])[C:8]3=[O:13])=[O:27])[CH2:25][CH2:24]1. The catalyst class is: 10. (4) Product: [N+:22]([C:17]1[CH:18]=[N:19][CH:20]=[CH:21][C:16]=1[O:12][CH:10]1[CH2:11][N:8]([C:1]([O:3][C:4]([CH3:7])([CH3:6])[CH3:5])=[O:2])[CH2:9]1)([O-:24])=[O:23]. Reactant: [C:1]([N:8]1[CH2:11][CH:10]([OH:12])[CH2:9]1)([O:3][C:4]([CH3:7])([CH3:6])[CH3:5])=[O:2].[H-].[Na+].Cl[C:16]1[CH:21]=[CH:20][N:19]=[CH:18][C:17]=1[N+:22]([O-:24])=[O:23]. The catalyst class is: 198. (5) Reactant: [Br:1][C:2]1[CH:7]=[CH:6][CH:5]=[CH:4][C:3]=1[SH:8].C([O-])([O-])=O.[K+].[K+].[CH2:15](I)[CH:16]([CH3:18])[CH3:17]. Product: [Br:1][C:2]1[CH:7]=[CH:6][CH:5]=[CH:4][C:3]=1[S:8][CH2:15][CH:16]([CH3:18])[CH3:17]. The catalyst class is: 31. (6) Reactant: [CH2:1]1[CH2:6][C@H:5]([C:7]([OH:9])=[O:8])[CH2:4][CH2:3][C@H:2]1[CH2:10][NH2:11].[CH:12]1([C:18]([O:20][CH:21]([O:23][C:24](ON2C(=O)CCC2=O)=[O:25])[CH3:22])=[O:19])[CH2:17][CH2:16][CH2:15][CH2:14][CH2:13]1. Product: [CH:12]1([C:18]([O:20][CH:21]([O:23][C:24]([NH:11][CH2:10][C@H:2]2[CH2:3][CH2:4][C@H:5]([C:7]([OH:9])=[O:8])[CH2:6][CH2:1]2)=[O:25])[CH3:22])=[O:19])[CH2:13][CH2:14][CH2:15][CH2:16][CH2:17]1. The catalyst class is: 761.